This data is from Forward reaction prediction with 1.9M reactions from USPTO patents (1976-2016). The task is: Predict the product of the given reaction. (1) Given the reactants FC(F)(F)C(O)=[O:4].CC(N1[C:16]([C:17]([NH:19][CH2:20][C:21]2[CH:26]=[CH:25][C:24]([C:27]3[CH:28]=[C:29]4[C:33](=[C:34]([C:36]([NH2:38])=[O:37])[CH:35]=3)[NH:32][CH:31]=[C:30]4[CH:39]3[CH2:44][CH2:43][N:42]([S:45]([CH2:48][CH3:49])(=[O:47])=[O:46])[CH2:41][CH2:40]3)=[CH:23][CH:22]=2)=[O:18])=[CH:15][C:14]([CH3:50])=N1)(C)C.CC(N1C(C(NCC2C=CC(B(O)O)=CC=2)=O)=CC(C)=N1)(C)C, predict the reaction product. The product is: [CH2:48]([S:45]([N:42]1[CH2:41][CH2:40][CH:39]([C:30]2[C:29]3[C:33](=[C:34]([C:36]([NH2:38])=[O:37])[CH:35]=[C:27]([C:24]4[CH:25]=[CH:26][C:21]([CH2:20][NH:19][C:17]([C:16]5[O:4][CH:50]=[CH:14][CH:15]=5)=[O:18])=[CH:22][CH:23]=4)[CH:28]=3)[NH:32][CH:31]=2)[CH2:44][CH2:43]1)(=[O:47])=[O:46])[CH3:49]. (2) Given the reactants [Cl:1][C:2]1[C:3](=[O:18])[NH:4][CH:5]=[CH:6][C:7]=1[O:8][CH2:9][C:10]1[CH:15]=[CH:14][C:13]([F:16])=[CH:12][C:11]=1[F:17].C(=O)([O-])[O-].[K+].[K+].[Cl:25][C:26]([Cl:43])([Cl:42])[CH2:27][O:28][C:29]([N:31]1[CH2:39][C:38]2[C:33](=[CH:34][CH:35]=[C:36]([CH2:40]Br)[CH:37]=2)[CH2:32]1)=[O:30], predict the reaction product. The product is: [Cl:43][C:26]([Cl:25])([Cl:42])[CH2:27][O:28][C:29]([N:31]1[CH2:39][C:38]2[C:33](=[CH:34][CH:35]=[C:36]([CH2:40][N:4]3[CH:5]=[CH:6][C:7]([O:8][CH2:9][C:10]4[CH:15]=[CH:14][C:13]([F:16])=[CH:12][C:11]=4[F:17])=[C:2]([Cl:1])[C:3]3=[O:18])[CH:37]=2)[CH2:32]1)=[O:30]. (3) Given the reactants [CH:1]([P:3](=[O:17])([CH:15]=[CH2:16])[C:4]1[CH:9]=[CH:8][C:7]([N+:10]([O-:12])=[O:11])=[C:6]([O:13][CH3:14])[CH:5]=1)=[CH2:2].Cl.[CH2:19]([NH2:21])[CH3:20].[OH-].[Na+].C(N)C, predict the reaction product. The product is: [CH2:19]([N:21]1[CH2:16][CH2:15][P:3](=[O:17])([C:4]2[CH:9]=[CH:8][C:7]([N+:10]([O-:12])=[O:11])=[C:6]([O:13][CH3:14])[CH:5]=2)[CH2:1][CH2:2]1)[CH3:20]. (4) Given the reactants C[O:2][C:3]([C:5]1[CH:10]=[N:9][C:8]([O:11][CH2:12][C:13]2[C:14]([C:18]3[CH:23]=[CH:22][C:21]([Cl:24])=[CH:20][CH:19]=3)=[N:15][O:16][CH:17]=2)=[CH:7][N:6]=1)=[O:4].O.[OH-].[Li+].Cl, predict the reaction product. The product is: [Cl:24][C:21]1[CH:22]=[CH:23][C:18]([C:14]2[C:13]([CH2:12][O:11][C:8]3[N:9]=[CH:10][C:5]([C:3]([OH:4])=[O:2])=[N:6][CH:7]=3)=[CH:17][O:16][N:15]=2)=[CH:19][CH:20]=1. (5) Given the reactants [O:1]1[CH2:6][CH2:5][N:4]([C:7]2[C:8]3[N:9]([C:13]([C:28]4[CH:34]=[CH:33][C:31]([NH2:32])=[CH:30][CH:29]=4)=[C:14](/[CH:16]=[CH:17]/[C:18]4[CH:27]=[CH:26][C:25]5[C:20](=[CH:21][CH:22]=[CH:23][CH:24]=5)[N:19]=4)[N:15]=3)[N:10]=[CH:11][CH:12]=2)[CH2:3][CH2:2]1.N1C=CC=CC=1.[CH3:41][S:42](Cl)(=[O:44])=[O:43], predict the reaction product. The product is: [O:1]1[CH2:2][CH2:3][N:4]([C:7]2[C:8]3[N:9]([C:13]([C:28]4[CH:29]=[CH:30][C:31]([NH:32][S:42]([CH3:41])(=[O:44])=[O:43])=[CH:33][CH:34]=4)=[C:14](/[CH:16]=[CH:17]/[C:18]4[CH:27]=[CH:26][C:25]5[C:20](=[CH:21][CH:22]=[CH:23][CH:24]=5)[N:19]=4)[N:15]=3)[N:10]=[CH:11][CH:12]=2)[CH2:5][CH2:6]1. (6) Given the reactants CS(O[C:6]1([CH3:23])[CH2:9][N:8]([CH:10]([C:17]2[CH:22]=[CH:21][CH:20]=[CH:19][CH:18]=2)[C:11]2[CH:16]=[CH:15][CH:14]=[CH:13][CH:12]=2)[CH2:7]1)(=O)=O.[NH:24]1[CH2:28][CH2:27][CH2:26][CH2:25]1, predict the reaction product. The product is: [C:11]1([CH:10]([C:17]2[CH:22]=[CH:21][CH:20]=[CH:19][CH:18]=2)[N:8]2[CH2:9][C:6]([N:24]3[CH2:28][CH2:27][CH2:26][CH2:25]3)([CH3:23])[CH2:7]2)[CH:16]=[CH:15][CH:14]=[CH:13][CH:12]=1. (7) Given the reactants C([O:3][C:4](=O)[CH:5](O)[CH:6]([C:13]1[CH:18]=[CH:17][C:16]([O:19][CH:20]2[CH2:25][CH2:24][CH2:23][CH2:22][CH2:21]2)=[CH:15][CH:14]=1)[C:7](=O)[CH2:8][CH2:9][CH2:10][CH3:11])C.O.[NH2:29][NH2:30], predict the reaction product. The product is: [CH2:8]([C:7]1[C:6]([C:13]2[CH:18]=[CH:17][C:16]([O:19][CH:20]3[CH2:25][CH2:24][CH2:23][CH2:22][CH2:21]3)=[CH:15][CH:14]=2)=[CH:5][C:4](=[O:3])[NH:29][N:30]=1)[CH2:9][CH2:10][CH3:11]. (8) Given the reactants [F:1][C:2]1[CH:7]=[C:6]([I:8])[CH:5]=[CH:4][C:3]=1[NH:9][C:10]1[C:11]([C:15]([N:17]2[CH2:20][C:19]([CH2:22][OH:23])([OH:21])[CH2:18]2)=[O:16])=[CH:12][S:13][CH:14]=1.[CH:24]([C:27]1[CH:32]=[C:31]([CH:33]([CH3:35])[CH3:34])[CH:30]=[C:29]([CH:36]([CH3:38])[CH3:37])[C:28]=1[S:39](Cl)(=[O:41])=[O:40])([CH3:26])[CH3:25], predict the reaction product. The product is: [CH3:26][CH:24]([C:27]1[CH:32]=[C:31]([CH:33]([CH3:34])[CH3:35])[CH:30]=[C:29]([CH:36]([CH3:38])[CH3:37])[C:28]=1[S:39]([O:23][CH2:22][C:19]1([OH:21])[CH2:18][N:17]([C:15]([C:11]2[C:10]([NH:9][C:3]3[CH:4]=[CH:5][C:6]([I:8])=[CH:7][C:2]=3[F:1])=[CH:14][S:13][CH:12]=2)=[O:16])[CH2:20]1)(=[O:40])=[O:41])[CH3:25].